From a dataset of Full USPTO retrosynthesis dataset with 1.9M reactions from patents (1976-2016). Predict the reactants needed to synthesize the given product. (1) Given the product [CH3:23][C:21]1([CH3:24])[O:20][N:19]=[C:18]([S:15][CH2:2][C:3]2[O:7][N:6]=[C:5]([O:8][CH3:9])[CH:4]=2)[CH2:22]1, predict the reactants needed to synthesize it. The reactants are: Br[CH2:2][C:3]1[O:7][N:6]=[C:5]([O:8][CH3:9])[CH:4]=1.NC(N)=S.C[S:15]([C:18]1[CH2:22][C:21]([CH3:24])([CH3:23])[O:20][N:19]=1)(=O)=O.C(=O)([O-])[O-].[K+].[K+]. (2) Given the product [C:47]1([C:50]2[CH:51]=[CH:52][CH:53]=[CH:54][CH:55]=2)[CH:46]=[CH:45][C:44]([CH2:43][C@@H:34]([NH:33][C:8]([C:5]2[S:4][C:3]([O:2][CH3:1])=[N:7][CH:6]=2)=[O:10])[CH2:35][C@@H:36]([CH3:42])[C:37]([O:39][CH2:40][CH3:41])=[O:38])=[CH:49][CH:48]=1, predict the reactants needed to synthesize it. The reactants are: [CH3:1][O:2][C:3]1[S:4][C:5]([C:8]([OH:10])=O)=[CH:6][N:7]=1.C1C=NC2N(O)N=NC=2C=1.CCN=C=NCCCN(C)C.Cl.[NH2:33][C@H:34]([CH2:43][C:44]1[CH:49]=[CH:48][C:47]([C:50]2[CH:55]=[CH:54][CH:53]=[CH:52][CH:51]=2)=[CH:46][CH:45]=1)[CH2:35][C@@H:36]([CH3:42])[C:37]([O:39][CH2:40][CH3:41])=[O:38].